Dataset: Experimentally validated miRNA-target interactions with 360,000+ pairs, plus equal number of negative samples. Task: Binary Classification. Given a miRNA mature sequence and a target amino acid sequence, predict their likelihood of interaction. (1) The miRNA is hsa-miR-4728-5p with sequence UGGGAGGGGAGAGGCAGCAAGCA. The protein sequence of the target gene is MMEDDGQPRTLYVGNLSRDVTEVLILQLFSQIGPCKSCKMITEHTSNDPYCFVEFYEHRDAAAALAAMNGRKILGKEVKVNWATTPSSQKKDTSNHFHVFVGDLSPEITTEDIKSAFAPFGKISDARVVKDMATGKSKGYGFVSFYNKLDAENAIVHMGGQWLGGRQIRTNWATRKPPAPKSTQENNTKQLRFEDVVNQSSPKNCTVYCGGIASGLTDQLMRQTFSPFGQIMEIRVFPEKGYSFVRFSTHESAAHAIVSVNGTTIEGHVVKCYWGKESPDMTKNFQQVDYSQWGQWSQVY.... Result: 1 (interaction). (2) The miRNA is ath-miR156a-5p with sequence UGACAGAAGAGAGUGAGCAC. The protein sequence of the target gene is MEYPGIKVDTVTSGIQRRVKGRIAKTNLNVSLASKIKAKILNNSSIFKISLKHNNRALARALSKEKENSRRITTEKMQLQKEVEKLNFENTFLRLKLNTLNKKLVEIESHVSNDLLTAIEISSLSEFHQGSFLLSATKKQRNSKQCKPAHLPYARVLLTSENDDDDGADDKWQTKCNNRTISKTSPDSTSSVSRQPSSLHQCNLKAFPPKEDNQKTCGSGHLEHTSSVDILPNESHSDQSPKSSLSEMKTAPSPSLRREKLSHGNVTMRKKCVSSTPDILYVTDLDHQPTSSPGSNWNNE.... Result: 0 (no interaction). (3) Result: 0 (no interaction). The protein sequence of the target gene is MAPPAHKSILERSENVLMSPWKGKLIVQDRMLCDIALWSTYGAMIPTQLPQELDFKYVMKVSSLKKRLPEAAFRKQNYLEEKVCFQDLCFNLYEVELSNRQGENIDKLTECIKNKQLAIIKCLEDRGFFILLTSSALLSEPDFGGKQMGLHGLHLFRSPLSTGVKDLKVEDDISMKVIPILSTLNCALLETKKSLPEERIHPNTLVKRHFQELYKADRSPSLSVAPQDRMKDPTFLGKLPSGFDLIPPAEKCPSESLTQLNSYFSDPSAYILEVSTALDLLAEHPQSPCVSDGICDAGFS.... The miRNA is hsa-miR-377-3p with sequence AUCACACAAAGGCAACUUUUGU. (4) The miRNA is rno-miR-190a-5p with sequence UGAUAUGUUUGAUAUAUUAGGU. The protein sequence of the target gene is MSLAAYCVICCRRIGTSTSPPKSGTHWRDIRNIIKFTGSLILGGSLFLTYEVLALKKAVTLDTQVVEREKMKSYIYVHTVSLDKGENHGIAWQARKELHKAVRKVLATSAKILRNPFADPFSTVDIEDHECAVWLLLRKSKSDDKTTRLEAVREMSETHHWHDYQYRIIAQACDPKTLIGLARSEESDLRFFLLPPPLPSLKEDSSTEEELRQLLASLPQTELDECIQYFTSLALSESSQSLAAQKGGLWCFGGNGLPYAESFGEVPSATVEMFCLEAIVKHSEISTHCDKIEANGGLQL.... Result: 0 (no interaction). (5) The miRNA is hsa-miR-4489 with sequence UGGGGCUAGUGAUGCAGGACG. The protein sequence of the target gene is MSGGWMAQVGAWRTGALGLALLLLLGLGLGLEAAASPLSTPTSAQAAGPSSGSCPPTKFQCRTSGLCVPLTWRCDRDLDCSDGSDEEECRIEPCTQKGQCPPPPGLPCPCTGVSDCSGGTDKKLRNCSRLACLAGELRCTLSDDCIPLTWRCDGHPDCPDSSDELGCGTNEILPEGDATTMGPPVTLESVTSLRNATTMGPPVTLESVPSVGNATSSSAGDQSGSPTAYGVIAAAAVLSASLVTATLLLLSWLRAQERLRPLGLLVAMKESLLLSEQKTSLP. Result: 0 (no interaction). (6) The miRNA is hsa-miR-4762-3p with sequence CUUCUGAUCAAGAUUUGUGGUG. The protein sequence of the target gene is MASPHQEPKPGDLIEIFRLGYEHWALYIGDGYVIHLAPPSEYPGAGSSSVFSVLSNSAEVKRERLEDVVGGCCYRVNNSLDHEYQPRPVEVIISSAKEMVGQKMKYSIVSRNCEHFVTQLRYGKSRCKQVEKAKVEVGVATALGILVVAGCSFAIRRYQKKATA. Result: 0 (no interaction). (7) The miRNA is hsa-miR-3927-3p with sequence CAGGUAGAUAUUUGAUAGGCAU. The protein sequence of the target gene is MASAGDTQAGPRDAADQNFDYMFKLLLIGNSSVGKTSFLFRYADDSFTPAFVSTVGIDFKVKTVYRHDKRIKLQIWDTAGQERYRTITTAYYRGAMGFLLMYDIANQESFAAVQDWATQIKTYSWDNAQVILVGNKCDLEDERVVPAEDGRRLADDLGFEFFEASAKENINVKQVFERLVDVICEKMNESLEPSSSSGSNGKGPAVGDAPAPQPSSCSC. Result: 0 (no interaction). (8) The miRNA is hsa-miR-7108-3p with sequence ACCCGCCCGUCUCCCCACAG. The protein sequence of the target gene is MTTAGRGNLGLIPRSTAFQKQEGRLTVKQEPANQTWGQGSSLQKNYPPVCEIFRLHFRQLCYHEMSGPQEALSRLRELCRWWLMPEVHTKEQILELLVLEQFLSILPGELRTWVQLHHPESGEEAVAVVEDFQRHLSGSEEVSAPAQKQEMHFEETTALGTTKESPPTSPLSGGSAPGAHLEPPYDPGTHHLPSGDFAQCTSPVPTLPQVGNSGDQAGATVLRMVRPQDTVAYEDLSVDYTQKKWKSLTLSQRALQWNMMPENHHSMASLAGENMMKGSELTPKQEFFKGSESSNRTSGG.... Result: 0 (no interaction).